From a dataset of Catalyst prediction with 721,799 reactions and 888 catalyst types from USPTO. Predict which catalyst facilitates the given reaction. Reactant: [CH2:1]([C:3]1[N:19]([C@@H:20]2[C:28]3[C:23](=[CH:24][C:25]([C:29]4[CH:34]=[CH:33][CH:32]=[CH:31][C:30]=4[C:35]4[N:39](C(C5C=CC=CC=5)(C5C=CC=CC=5)C5C=CC=CC=5)[N:38]=[N:37][N:36]=4)=[CH:26][CH:27]=3)[CH2:22][CH2:21]2)[C:6]2=[N:7][C:8]([CH2:12][C:13]3[CH:18]=[CH:17][CH:16]=[CH:15][N:14]=3)=[CH:9][C:10]([CH3:11])=[C:5]2[N:4]=1)[CH3:2]. Product: [NH:39]1[C:35]([C:30]2[CH:31]=[CH:32][CH:33]=[CH:34][C:29]=2[C:25]2[CH:24]=[C:23]3[C:28](=[CH:27][CH:26]=2)[C@@H:20]([N:19]2[C:6]4=[N:7][C:8]([CH2:12][C:13]5[CH:18]=[CH:17][CH:16]=[CH:15][N:14]=5)=[CH:9][C:10]([CH3:11])=[C:5]4[N:4]=[C:3]2[CH2:1][CH3:2])[CH2:21][CH2:22]3)=[N:36][N:37]=[N:38]1. The catalyst class is: 5.